From a dataset of Full USPTO retrosynthesis dataset with 1.9M reactions from patents (1976-2016). Predict the reactants needed to synthesize the given product. (1) Given the product [N:1]1([C:39]([O:41][C:42]([CH3:45])([CH3:44])[CH3:43])=[O:40])[CH2:38][CH2:37][CH2:36][C@H:2]1[C:3]([NH:5][C@H:6]([C:11]([NH:13][C@H:14]([C:19]([N:21]1[CH2:35][CH2:34][CH2:33][C@H:22]1[C:23]([N:25]1[CH2:32][CH2:31][CH2:30][C@H:26]1[C:27]([NH:46][C@H:47]([C:60]([NH:62][C@H:63]([C:76]([NH:78][C@H:79]([C:95]([NH:97][C@H:98]([C:103]([O:105][CH2:106][C:107]1[CH:108]=[CH:109][CH:110]=[CH:111][CH:112]=1)=[O:104])[CH2:99][CH:100]([CH3:102])[CH3:101])=[O:96])[CH2:80][C:81]1[CH:82]=[CH:83][C:84]([O:87][CH2:88][C:89]2[CH:94]=[CH:93][CH:92]=[CH:91][CH:90]=2)=[CH:85][CH:86]=1)=[O:77])[CH2:64][CH2:65][C:66](=[O:75])[O:67][CH2:68][C:69]1[CH:74]=[CH:73][CH:72]=[CH:71][CH:70]=1)=[O:61])[CH2:48][CH2:49][C:50](=[O:59])[O:51][CH2:52][C:53]1[CH:58]=[CH:57][CH:56]=[CH:55][CH:54]=1)=[O:28])=[O:24])=[O:20])[CH2:15][CH:16]([CH3:17])[CH3:18])=[O:12])[C@H:7]([CH2:9][CH3:10])[CH3:8])=[O:4], predict the reactants needed to synthesize it. The reactants are: [N:1]1([C:39]([O:41][C:42]([CH3:45])([CH3:44])[CH3:43])=[O:40])[CH2:38][CH2:37][CH2:36][C@H:2]1[C:3]([NH:5][C@H:6]([C:11]([NH:13][C@H:14]([C:19]([N:21]1[CH2:35][CH2:34][CH2:33][C@H:22]1[C:23]([N:25]1[CH2:32][CH2:31][CH2:30][C@H:26]1[C:27](O)=[O:28])=[O:24])=[O:20])[CH2:15][CH:16]([CH3:18])[CH3:17])=[O:12])[C@H:7]([CH2:9][CH3:10])[CH3:8])=[O:4].[NH2:46][C@H:47]([C:60]([NH:62][C@H:63]([C:76]([NH:78][C@H:79]([C:95]([NH:97][C@H:98]([C:103]([O:105][CH2:106][C:107]1[CH:112]=[CH:111][CH:110]=[CH:109][CH:108]=1)=[O:104])[CH2:99][CH:100]([CH3:102])[CH3:101])=[O:96])[CH2:80][C:81]1[CH:86]=[CH:85][C:84]([O:87][CH2:88][C:89]2[CH:94]=[CH:93][CH:92]=[CH:91][CH:90]=2)=[CH:83][CH:82]=1)=[O:77])[CH2:64][CH2:65][C:66](=[O:75])[O:67][CH2:68][C:69]1[CH:74]=[CH:73][CH:72]=[CH:71][CH:70]=1)=[O:61])[CH2:48][CH2:49][C:50](=[O:59])[O:51][CH2:52][C:53]1[CH:58]=[CH:57][CH:56]=[CH:55][CH:54]=1.C1C=CC2N(O)N=NC=2C=1.CCN=C=NCCCN(C)C.Cl. (2) Given the product [CH2:1]([O:8][C:9]1[CH:14]=[CH:13][C:12]([Br:15])=[CH:11][C:10]=1[CH:16]([C:22]1[CH:27]=[CH:26][CH:25]=[CH:24][CH:23]=1)[CH2:17][CH2:18][OH:19])[C:2]1[CH:3]=[CH:4][CH:5]=[CH:6][CH:7]=1, predict the reactants needed to synthesize it. The reactants are: [CH2:1]([O:8][C:9]1[CH:14]=[CH:13][C:12]([Br:15])=[CH:11][C:10]=1[CH:16]([C:22]1[CH:27]=[CH:26][CH:25]=[CH:24][CH:23]=1)[CH2:17][C:18](OC)=[O:19])[C:2]1[CH:7]=[CH:6][CH:5]=[CH:4][CH:3]=1.[BH4-].[Na+].[Cl-].[Al+3].[Cl-].[Cl-].Cl. (3) Given the product [O:30]1[CH:29]=[CH:28][CH:27]=[C:26]1[CH2:25][NH:31][C:21]([C:19]1[CH:18]=[CH:17][N:16]2[CH:24]=[C:13]([C:3]3[C:4]([C:7]4[CH:12]=[CH:11][CH:10]=[CH:9][CH:8]=4)=[N:5][O:6][C:2]=3[CH3:1])[N:14]=[C:15]2[CH:20]=1)=[O:23], predict the reactants needed to synthesize it. The reactants are: [CH3:1][C:2]1[O:6][N:5]=[C:4]([C:7]2[CH:12]=[CH:11][CH:10]=[CH:9][CH:8]=2)[C:3]=1[C:13]1[N:14]=[C:15]2[CH:20]=[C:19]([C:21]([OH:23])=O)[CH:18]=[CH:17][N:16]2[CH:24]=1.[CH2:25]([NH2:31])[C:26]1[O:30][CH:29]=[CH:28][CH:27]=1. (4) Given the product [CH2:1]([O:8][C:9]([NH:11][C@H:12]1[CH2:17][CH2:16][C@@H:15]([NH:18][C:19](=[O:25])[O:20][C:21]([CH3:24])([CH3:23])[CH3:22])[CH2:14][C@H:13]1[C:26]1[S:28][CH:30]=[C:31]([CH3:32])[N:27]=1)=[O:10])[C:2]1[CH:3]=[CH:4][CH:5]=[CH:6][CH:7]=1, predict the reactants needed to synthesize it. The reactants are: [CH2:1]([O:8][C:9]([NH:11][C@H:12]1[CH2:17][CH2:16][C@@H:15]([NH:18][C:19](=[O:25])[O:20][C:21]([CH3:24])([CH3:23])[CH3:22])[CH2:14][C@H:13]1[C:26](=[S:28])[NH2:27])=[O:10])[C:2]1[CH:7]=[CH:6][CH:5]=[CH:4][CH:3]=1.Cl[CH2:30][C:31](=O)[CH3:32].